From a dataset of Catalyst prediction with 721,799 reactions and 888 catalyst types from USPTO. Predict which catalyst facilitates the given reaction. (1) Reactant: [CH:1]1([C:4]2[CH:9]=[CH:8][N:7]=[CH:6][C:5]=2[N:10]2[CH2:14][CH2:13][NH:12][C:11]2=[O:15])[CH2:3][CH2:2]1.Cl[C:17]1[CH:22]=[C:21](I)[CH:20]=[C:19]([C:24]([F:27])([F:26])[F:25])[N:18]=1.[C@@H:28]1(N)[CH2:33][CH2:32]CC[C@H]1N.P([O-])([O-])([O-])=O.[K+].[K+].[K+]. Product: [CH:32]1([C:17]2[CH:22]=[C:21]([N:12]3[CH2:13][CH2:14][N:10]([C:5]4[CH:6]=[N:7][CH:8]=[CH:9][C:4]=4[CH:1]4[CH2:3][CH2:2]4)[C:11]3=[O:15])[CH:20]=[C:19]([C:24]([F:27])([F:26])[F:25])[N:18]=2)[CH2:33][CH2:28]1. The catalyst class is: 246. (2) Reactant: [Br:1][C:2]1[CH:7]=[C:6]([CH:8]=[O:9])[C:5]([O:10][CH3:11])=[CH:4][C:3]=1[C:12]1[CH:17]=[CH:16][C:15]([F:18])=[CH:14][CH:13]=1.[CH2:19](O)[CH2:20][OH:21].O.C1(C)C=CC(S(O)(=O)=O)=CC=1.C(=O)([O-])O.[Na+]. Product: [Br:1][C:2]1[CH:7]=[C:6]([CH:8]2[O:21][CH2:20][CH2:19][O:9]2)[C:5]([O:10][CH3:11])=[CH:4][C:3]=1[C:12]1[CH:17]=[CH:16][C:15]([F:18])=[CH:14][CH:13]=1. The catalyst class is: 11.